This data is from Reaction yield outcomes from USPTO patents with 853,638 reactions. The task is: Predict the reaction yield, written as a fraction of the theoretical maximum amount of product (1.0 means a 100% yield; for example, 0.34 means a 34% yield). (1) The reactants are [C:1]([C:3]1[CH:11]=[CH:10][C:6]([C:7]([OH:9])=[O:8])=[CH:5][C:4]=1[CH3:12])#[N:2].S(Cl)(Cl)=O.Cl[CH2:18]Cl. No catalyst specified. The product is [CH3:18][O:8][C:7](=[O:9])[C:6]1[CH:10]=[CH:11][C:3]([C:1]#[N:2])=[C:4]([CH3:12])[CH:5]=1. The yield is 1.00. (2) The reactants are [C:1]([O:4][C@@H:5]1[CH2:29][CH2:28][C@@:27]2([CH3:30])[C@H:7]([CH2:8][CH2:9][C@@H:10]3[C:26]2=[CH:25][CH2:24][C@@:23]2([CH3:31])[C@H:11]3[CH2:12][CH:13]=[C:14]2[C@H:15]([CH3:22])/[CH:16]=[CH:17]/[C:18]([O:20][CH3:21])=[O:19])[CH2:6]1)(=[O:3])[CH3:2]. The catalyst is CCOC(C)=O.[Pd]. The product is [C:1]([O:4][C@@H:5]1[CH2:29][CH2:28][C@@:27]2([CH3:30])[C@H:7]([CH2:8][CH2:9][C@@H:10]3[C:26]2=[CH:25][CH2:24][C@@:23]2([CH3:31])[C@H:11]3[CH2:12][CH2:13][C@@H:14]2[C@H:15]([CH3:22])[CH2:16][CH2:17][C:18]([O:20][CH3:21])=[O:19])[CH2:6]1)(=[O:3])[CH3:2]. The yield is 0.860. (3) The reactants are [Br:1][C:2]1[CH:7]=[CH:6][C:5]([S:8][CH2:9][C:10](Cl)=C)=[CH:4][CH:3]=1.[CH2:13](NCC)C. The catalyst is CCOCC. The product is [Br:1][C:2]1[CH:3]=[CH:4][C:5]2[S:8][C:9]([CH3:10])=[CH:13][C:6]=2[CH:7]=1. The yield is 0.640. (4) The reactants are C1C=C[NH+]=CC=1.[O-][Cr](Cl)(=O)=O.[Br:12][CH2:13][CH2:14][CH2:15][CH2:16][CH2:17][CH2:18][CH2:19][OH:20]. The catalyst is C(Cl)Cl. The product is [Br:12][CH2:13][CH2:14][CH2:15][CH2:16][CH2:17][CH2:18][CH:19]=[O:20]. The yield is 0.890. (5) The product is [Cl:3][C:4]1[CH:9]=[CH:8][C:7]([O:10][C:11]2[CH:18]=[CH:17][C:16]([CH:19]=[CH2:25])=[CH:15][C:12]=2[C:13]#[N:14])=[CH:6][C:5]=1[C:21]([F:24])([F:23])[F:22]. The reactants are [H-].[Na+].[Cl:3][C:4]1[CH:9]=[CH:8][C:7]([O:10][C:11]2[CH:18]=[CH:17][C:16]([CH:19]=O)=[CH:15][C:12]=2[C:13]#[N:14])=[CH:6][C:5]=1[C:21]([F:24])([F:23])[F:22].[CH2:25]1COCC1. The catalyst is [Br-].C[P+](C1C=CC=CC=1)(C1C=CC=CC=1)C1C=CC=CC=1. The yield is 0.362.